Dataset: Forward reaction prediction with 1.9M reactions from USPTO patents (1976-2016). Task: Predict the product of the given reaction. (1) Given the reactants [Cl:1][C:2]1[C:3]([NH:20][NH:21][C:22](=O)[CH2:23][CH:24]2[CH2:26][CH2:25]2)=[N:4][CH:5]=[N:6][C:7]=1[N:8]1[CH2:13][CH2:12][CH:11]([C:14]2[CH:19]=[CH:18][CH:17]=[CH:16][CH:15]=2)[CH2:10][CH2:9]1.CC[N+](S(N=C(OC)[O-])(=O)=O)(CC)CC, predict the reaction product. The product is: [Cl:1][C:2]1[C:3]2[N:4]([C:22]([CH2:23][CH:24]3[CH2:26][CH2:25]3)=[N:21][N:20]=2)[CH:5]=[N:6][C:7]=1[N:8]1[CH2:13][CH2:12][CH:11]([C:14]2[CH:19]=[CH:18][CH:17]=[CH:16][CH:15]=2)[CH2:10][CH2:9]1. (2) Given the reactants [CH3:1][O:2][C:3]1[CH:4]=[C:5]([CH:7]=[CH:8][CH:9]=1)[NH2:6].C(N(CC)CC)C.[N+:17]([C:20]1[CH:25]=[CH:24][CH:23]=[CH:22][C:21]=1[S:26](Cl)(=[O:28])=[O:27])([O-:19])=[O:18], predict the reaction product. The product is: [CH3:1][O:2][C:3]1[CH:4]=[C:5]([NH:6][S:26]([C:21]2[CH:22]=[CH:23][CH:24]=[CH:25][C:20]=2[N+:17]([O-:19])=[O:18])(=[O:27])=[O:28])[CH:7]=[CH:8][CH:9]=1. (3) Given the reactants [NH2:1][C:2]1[C:7]([N+:8]([O-])=O)=[CH:6][CH:5]=[C:4]([O:11][CH3:12])[N:3]=1, predict the reaction product. The product is: [NH2:1][C:2]1[C:7]([NH2:8])=[CH:6][CH:5]=[C:4]([O:11][CH3:12])[N:3]=1. (4) Given the reactants [NH2:1][C@@:2]([C:13]1[CH:18]=[CH:17][C:16]([F:19])=[CH:15][C:14]=1[F:20])([CH3:12])[CH2:3][C@H:4]([C:6]1[C:7]([CH3:11])=[N:8][O:9][CH:10]=1)[OH:5].[C:21]([N:29]=[C:30]=[S:31])(=[O:28])[C:22]1[CH:27]=[CH:26][CH:25]=[CH:24][CH:23]=1, predict the reaction product. The product is: [F:20][C:14]1[CH:15]=[C:16]([F:19])[CH:17]=[CH:18][C:13]=1[C@@:2]([NH:1][C:30]([NH:29][C:21](=[O:28])[C:22]1[CH:23]=[CH:24][CH:25]=[CH:26][CH:27]=1)=[S:31])([CH2:3][C@@H:4]([OH:5])[C:6]1[C:7]([CH3:11])=[N:8][O:9][CH:10]=1)[CH3:12]. (5) Given the reactants [CH:1]([C:3]1[CH:4]=[CH:5][C:6]([O:12][CH3:13])=[C:7]([CH:11]=1)[C:8]([O-:10])=[O:9])=O.[CH2:14](N)CCC.[N+:19]([CH3:22])([O-:21])=[O:20].O, predict the reaction product. The product is: [CH3:13][O:12][C:6]1[CH:5]=[CH:4][C:3]([CH:1]=[CH:22][N+:19]([O-:21])=[O:20])=[CH:11][C:7]=1[C:8]([O:10][CH3:14])=[O:9]. (6) Given the reactants [NH2:1][C:2]1[C:3]([C:19]([NH:21][NH:22][C:23](=[O:30])[C:24]2[CH:29]=[CH:28][CH:27]=[CH:26][CH:25]=2)=O)=[N:4][C:5]([N:8]2[CH2:13][CH2:12][N:11]([S:14]([CH2:17][CH3:18])(=[O:16])=[O:15])[CH2:10][CH2:9]2)=[CH:6][N:7]=1.P(Cl)(Cl)(Cl)=O, predict the reaction product. The product is: [CH2:17]([S:14]([N:11]1[CH2:12][CH2:13][N:8]([C:5]2[N:4]=[C:3]([C:19]3[O:30][C:23]([C:24]4[CH:29]=[CH:28][CH:27]=[CH:26][CH:25]=4)=[N:22][N:21]=3)[C:2]([NH2:1])=[N:7][CH:6]=2)[CH2:9][CH2:10]1)(=[O:16])=[O:15])[CH3:18]. (7) Given the reactants [CH:1]([C@H:3]1[CH2:8][CH2:7][C@H:6]([CH2:9]O)[CH2:5][CH2:4]1)=[CH2:2].N1C=CN=C1.C1(P(C2C=CC=CC=2)C2C=CC=CC=2)C=CC=CC=1.[I:35]I, predict the reaction product. The product is: [I:35][CH2:9][C@H:6]1[CH2:7][CH2:8][C@H:3]([CH:1]=[CH2:2])[CH2:4][CH2:5]1.